This data is from Catalyst prediction with 721,799 reactions and 888 catalyst types from USPTO. The task is: Predict which catalyst facilitates the given reaction. (1) Reactant: [NH2:1][C:2]1[C:3]([N+:24]([O-])=O)=[CH:4][C:5]2[O:10][C:9]([CH3:12])([CH3:11])[C@H:8]([OH:13])[C@@H:7]([NH:14][CH2:15][CH2:16][C:17]3[CH:22]=[CH:21][CH:20]=[CH:19][CH:18]=3)[C:6]=2[CH:23]=1. Product: [NH2:1][C:2]1[C:3]([NH2:24])=[CH:4][C:5]2[O:10][C:9]([CH3:11])([CH3:12])[C@H:8]([OH:13])[C@@H:7]([NH:14][CH2:15][CH2:16][C:17]3[CH:22]=[CH:21][CH:20]=[CH:19][CH:18]=3)[C:6]=2[CH:23]=1. The catalyst class is: 178. (2) Reactant: Br[CH2:2][CH2:3][O:4][C:5]1[C:10]([CH3:11])=[CH:9][C:8]([C:12]2[NH:21][C:20](=[O:22])[C:19]3[C:14](=[CH:15][C:16]([O:25][CH3:26])=[CH:17][C:18]=3[O:23][CH3:24])[N:13]=2)=[CH:7][C:6]=1[CH3:27].[NH:28]1[CH2:33][CH2:32][CH2:31][CH2:30][CH2:29]1.O. Product: [CH3:27][C:6]1[CH:7]=[C:8]([C:12]2[NH:21][C:20](=[O:22])[C:19]3[C:14](=[CH:15][C:16]([O:25][CH3:26])=[CH:17][C:18]=3[O:23][CH3:24])[N:13]=2)[CH:9]=[C:10]([CH3:11])[C:5]=1[O:4][CH2:3][CH2:2][N:28]1[CH2:33][CH2:32][CH2:31][CH2:30][CH2:29]1. The catalyst class is: 3. (3) Reactant: [CH3:1][O:2][C:3]([C:5]1[C:6]([OH:30])=[C:7]2[C:12](=[C:13](Br)[N:14]=1)[N:11]([CH2:16][C:17]1[CH:22]=[CH:21][CH:20]=[CH:19][CH:18]=1)[C:10](=[O:23])[C:9]([C:24]1[CH:29]=[CH:28][CH:27]=[CH:26][CH:25]=1)=[CH:8]2)=[O:4].[F:31][C:32]1[CH:33]=[N:34][CH:35]=[C:36]([Sn](CCCC)(CCCC)CCCC)[CH:37]=1.CCOC(C)=O.Cl. Product: [CH3:1][O:2][C:3]([C:5]1[C:6]([OH:30])=[C:7]2[C:12](=[C:13]([C:36]3[CH:35]=[N:34][CH:33]=[C:32]([F:31])[CH:37]=3)[N:14]=1)[N:11]([CH2:16][C:17]1[CH:22]=[CH:21][CH:20]=[CH:19][CH:18]=1)[C:10](=[O:23])[C:9]([C:24]1[CH:29]=[CH:28][CH:27]=[CH:26][CH:25]=1)=[CH:8]2)=[O:4]. The catalyst class is: 510. (4) Reactant: C(=O)([O:10][C:11]1[CH:12]=[N:13][C:14]([C@H:17]2[CH2:22][CH2:21][C@H:20]([NH:23][C:24]([O:26][CH2:27][C:28]3[CH:33]=[CH:32][CH:31]=[CH:30][CH:29]=3)=[O:25])[CH2:19][CH2:18]2)=[CH:15][CH:16]=1)OCC1C=CC=CC=1.[OH-].[Na+]. Product: [OH:10][C:11]1[CH:16]=[CH:15][C:14]([C@H:17]2[CH2:22][CH2:21][C@H:20]([NH:23][C:24](=[O:25])[O:26][CH2:27][C:28]3[CH:29]=[CH:30][CH:31]=[CH:32][CH:33]=3)[CH2:19][CH2:18]2)=[N:13][CH:12]=1. The catalyst class is: 5. (5) Reactant: [C:1]1([CH2:7][CH2:8][C:9]([N:11]2[CH2:16][CH2:15][CH:14]([CH2:17][N:18]3[C:26]4[C:21](=[CH:22][C:23]([C:27]5[CH:28]=[N:29][N:30](C6CCCCO6)[C:31]=5[C:32]([F:35])([F:34])[F:33])=[CH:24][CH:25]=4)[CH:20]=[CH:19]3)[CH2:13][CH2:12]2)=[O:10])[CH:6]=[CH:5][CH:4]=[CH:3][CH:2]=1.CC1C=CC(S(O)(=O)=O)=CC=1.C(OCC)(=O)C.O. Product: [C:1]1([CH2:7][CH2:8][C:9]([N:11]2[CH2:12][CH2:13][CH:14]([CH2:17][N:18]3[C:26]4[C:21](=[CH:22][C:23]([C:27]5[CH:28]=[N:29][NH:30][C:31]=5[C:32]([F:33])([F:35])[F:34])=[CH:24][CH:25]=4)[CH:20]=[CH:19]3)[CH2:15][CH2:16]2)=[O:10])[CH:2]=[CH:3][CH:4]=[CH:5][CH:6]=1. The catalyst class is: 5. (6) Reactant: Cl[C:2]1[CH2:6][CH2:5][N:4]([C:7]([C:9]2[CH:14]=[CH:13][CH:12]=[C:11]([F:15])[CH:10]=2)=[O:8])[N:3]=1.[CH3:16][O:17][C:18]1[CH:23]=[CH:22][C:21](B(O)O)=[CH:20][CH:19]=1.C(=O)([O-])[O-].[Na+].[Na+]. Product: [F:15][C:11]1[CH:10]=[C:9]([C:7]([N:4]2[CH2:5][CH2:6][C:2]([C:21]3[CH:22]=[CH:23][C:18]([O:17][CH3:16])=[CH:19][CH:20]=3)=[N:3]2)=[O:8])[CH:14]=[CH:13][CH:12]=1. The catalyst class is: 492.